From a dataset of Forward reaction prediction with 1.9M reactions from USPTO patents (1976-2016). Predict the product of the given reaction. (1) Given the reactants [CH:1]([S:4][C:5]1[CH:6]=[C:7]2[C:11](=[CH:12][CH:13]=1)[NH:10][N:9]=[C:8]2[NH:14][C:15]1[S:16][CH:17]=[CH:18][N:19]=1)([CH3:3])[CH3:2].I(O)(=O)(=O)=[O:21].[Na], predict the reaction product. The product is: [CH:1]([S:4]([C:5]1[CH:6]=[C:7]2[C:11](=[CH:12][CH:13]=1)[NH:10][N:9]=[C:8]2[NH:14][C:15]1[S:16][CH:17]=[CH:18][N:19]=1)=[O:21])([CH3:3])[CH3:2]. (2) Given the reactants [NH2:1][CH2:2][CH2:3][O:4][C:5]1[CH:6]=[CH:7][C:8]2[C:9]3[N:18]([CH2:19][CH:20]([CH3:22])[CH3:21])[C:17]([CH3:23])=[N:16][C:10]=3[C:11]([NH2:15])=[N:12][C:13]=2[CH:14]=1.[N:24]1([C:30](Cl)=[O:31])[CH2:29][CH2:28][O:27][CH2:26][CH2:25]1, predict the reaction product. The product is: [NH2:15][C:11]1[C:10]2[N:16]=[C:17]([CH3:23])[N:18]([CH2:19][CH:20]([CH3:21])[CH3:22])[C:9]=2[C:8]2[CH:7]=[CH:6][C:5]([O:4][CH2:3][CH2:2][NH:1][C:30]([N:24]3[CH2:29][CH2:28][O:27][CH2:26][CH2:25]3)=[O:31])=[CH:14][C:13]=2[N:12]=1. (3) Given the reactants C(OC(=O)[NH:10][C@@H:11]1[C:14](=[O:15])[NH:13][C@@H:12]1[CH2:16][N:17]1[CH:21]=[N:20][C:19]([CH3:22])=[N:18]1)C1C=CC=CC=1, predict the reaction product. The product is: [NH2:10][C@H:11]1[C@@H:12]([CH2:16][N:17]2[CH:21]=[N:20][C:19]([CH3:22])=[N:18]2)[NH:13][C:14]1=[O:15]. (4) Given the reactants [Br:1][C:2]1[CH:3]=[C:4]([CH:7]=[CH:8][C:9]=1[O:10][Si:11]([C:14]([CH3:17])([CH3:16])[CH3:15])([CH3:13])[CH3:12])[CH:5]=[O:6], predict the reaction product. The product is: [Br:1][C:2]1[CH:3]=[C:4]([CH2:5][OH:6])[CH:7]=[CH:8][C:9]=1[O:10][Si:11]([C:14]([CH3:15])([CH3:16])[CH3:17])([CH3:13])[CH3:12].